Dataset: Forward reaction prediction with 1.9M reactions from USPTO patents (1976-2016). Task: Predict the product of the given reaction. (1) Given the reactants [Cl:1][C:2]1[CH:3]=[CH:4][C:5]([O:8][CH3:9])=[N:6][CH:7]=1.C([N-]C(C)C)(C)C.[Li+].[B:18](OC(C)C)([O:23]C(C)C)[O:19]C(C)C.O, predict the reaction product. The product is: [Cl:1][C:2]1[C:3]([B:18]([OH:23])[OH:19])=[CH:4][C:5]([O:8][CH3:9])=[N:6][CH:7]=1. (2) Given the reactants [Cl:1][C:2]1[CH:34]=[CH:33][C:5]2[N:6]([CH2:28][CH2:29][CH2:30][CH2:31][F:32])[C:7]([CH2:9][N:10]3[C:14]4[CH:15]=[N:16][CH:17]=[CH:18][C:13]=4[N:12]([CH2:19][C:20]([O:22]C(C)(C)C)=[O:21])[C:11]3=[O:27])=[N:8][C:4]=2[CH:3]=1.[OH-].[Li+].Cl.ClCCl, predict the reaction product. The product is: [Cl:1][C:2]1[CH:34]=[CH:33][C:5]2[N:6]([CH2:28][CH2:29][CH2:30][CH2:31][F:32])[C:7]([CH2:9][N:10]3[C:14]4[CH:15]=[N:16][CH:17]=[CH:18][C:13]=4[N:12]([CH2:19][C:20]([OH:22])=[O:21])[C:11]3=[O:27])=[N:8][C:4]=2[CH:3]=1. (3) Given the reactants ClC1C=CC(OCC2C=CC(F)=CC=2)=C(C2SC=C(CC(OCC)=O)N=2)C=1.[Cl:28][C:29]1[CH:30]=[CH:31][C:32]([O:38][CH2:39][C:40]2[CH:45]=[CH:44][CH:43]=[CH:42][CH:41]=2)=[C:33](B(O)O)[CH:34]=1.Br[C:47]1[S:48][CH:49]=[C:50]([C:52]([O:54][CH2:55][CH3:56])=[O:53])[N:51]=1, predict the reaction product. The product is: [Cl:28][C:29]1[CH:30]=[CH:31][C:32]([O:38][CH2:39][C:40]2[CH:45]=[CH:44][CH:43]=[CH:42][CH:41]=2)=[C:33]([C:47]2[S:48][CH:49]=[C:50]([C:52]([O:54][CH2:55][CH3:56])=[O:53])[N:51]=2)[CH:34]=1. (4) Given the reactants [NH2:1][C:2]1[CH:3]=[CH:4][C:5]2[S:9][C:8]([C:10]3[C:11]([NH2:25])=[N:12][CH:13]=[C:14]([B:16]4[O:20][C:19]([CH3:22])([CH3:21])[C:18]([CH3:24])([CH3:23])[O:17]4)[CH:15]=3)=[CH:7][C:6]=2[CH:26]=1.[F:27][C:28]1[CH:33]=[CH:32][C:31]([C:34]([F:37])([F:36])[F:35])=[CH:30][C:29]=1[N:38]=[C:39]=[O:40], predict the reaction product. The product is: [NH2:25][C:11]1[C:10]([C:8]2[S:9][C:5]3[CH:4]=[CH:3][C:2]([NH:1][C:39]([NH:38][C:29]4[CH:30]=[C:31]([C:34]([F:35])([F:37])[F:36])[CH:32]=[CH:33][C:28]=4[F:27])=[O:40])=[CH:26][C:6]=3[CH:7]=2)=[CH:15][C:14]([B:16]2[O:20][C:19]([CH3:22])([CH3:21])[C:18]([CH3:24])([CH3:23])[O:17]2)=[CH:13][N:12]=1. (5) Given the reactants [CH3:1][O:2][C:3](=[O:28])[C:4]1[CH:9]=[CH:8][C:7]([O:10][CH2:11][C:12](=O)[NH:13]N2CCCCC2)=[CH:6][C:5]=1[O:21][CH2:22][CH2:23][CH2:24][CH2:25][O:26][CH3:27], predict the reaction product. The product is: [CH3:1][O:2][C:3](=[O:28])[C:4]1[CH:9]=[CH:8][C:7]([O:10][CH2:11][CH2:12][N:13]2[CH2:8][CH2:9][CH2:4][CH2:5][CH2:6]2)=[CH:6][C:5]=1[O:21][CH2:22][CH2:23][CH2:24][CH2:25][O:26][CH3:27].